This data is from Full USPTO retrosynthesis dataset with 1.9M reactions from patents (1976-2016). The task is: Predict the reactants needed to synthesize the given product. (1) Given the product [CH3:1][N:2]1[C:14]2[CH2:13][CH2:12][CH:11]([CH:15]3[CH2:20][CH2:19][O:18][CH2:17][CH2:16]3)[CH2:10][C:9]=2[C:8]2[C:3]1=[CH:4][CH:5]=[C:6]([C:21]([N:23]1[CH2:28][CH2:27][CH:26]([NH:29][C:30]([CH:45]3[CH2:47][CH2:46]3)=[O:36])[CH2:25][CH2:24]1)=[O:22])[CH:7]=2, predict the reactants needed to synthesize it. The reactants are: [CH3:1][N:2]1[C:14]2[CH2:13][CH2:12][CH:11]([CH:15]3[CH2:20][CH2:19][O:18][CH2:17][CH2:16]3)[CH2:10][C:9]=2[C:8]2[C:3]1=[CH:4][CH:5]=[C:6]([C:21]([N:23]1[CH2:28][CH2:27][CH:26]([NH:29][C:30](=[O:36])OC(C)(C)C)[CH2:25][CH2:24]1)=[O:22])[CH:7]=2.Cl.C(N(CC)CC)C.[CH:45]1(C(Cl)=O)[CH2:47][CH2:46]1. (2) Given the product [N:6]1[CH:5]=[CH:4][CH:9]=[C:8]([O:10][C:13]2[CH2:17][CH2:16][O:15][N:14]=2)[CH:7]=1.[O:2]1[CH:1]=[N:19][NH:18][C:3]1=[O:11], predict the reactants needed to synthesize it. The reactants are: [CH3:1][O:2][C:3](=[O:11])[C:4]1[CH:9]=[C:8]([OH:10])[CH:7]=[N:6][CH:5]=1.Br[C:13]1[CH:17]=[CH:16][O:15][N:14]=1.[NH2:18][NH2:19]. (3) The reactants are: [CH2:1]([C:3]1[CH:8]=[CH:7][CH:6]=[CH:5][C:4]=1[C:9]1[CH:14]=[C:13]([F:15])[CH:12]=[CH:11][C:10]=1[O:16][CH2:17][C:18]([OH:20])=O)[CH3:2].[CH:21]([NH:24][NH:25][C:26](=[O:38])[C:27]1[CH:32]=[CH:31][C:30]([O:33][CH2:34][CH2:35][O:36][CH3:37])=[CH:29][CH:28]=1)([CH3:23])[CH3:22].C(N(CC)CC)C.C1C=CC2N(O)N=NC=2C=1.CCN=C=NCCCN(C)C. Given the product [F:15][C:13]1[CH:12]=[CH:11][C:10]([O:16][CH2:17][C:18]([N:24]([CH:21]([CH3:23])[CH3:22])[NH:25][C:26](=[O:38])[C:27]2[CH:28]=[CH:29][C:30]([O:33][CH2:34][CH2:35][O:36][CH3:37])=[CH:31][CH:32]=2)=[O:20])=[C:9]([C:4]2[CH:5]=[CH:6][CH:7]=[CH:8][C:3]=2[CH2:1][CH3:2])[CH:14]=1, predict the reactants needed to synthesize it.